This data is from Full USPTO retrosynthesis dataset with 1.9M reactions from patents (1976-2016). The task is: Predict the reactants needed to synthesize the given product. (1) Given the product [Si:1]([O:8][CH:9]1[CH2:10][CH2:11][N:12]([C:15]2[N:16]([CH3:20])[C:17]([B:41]3[O:45][C:44]([CH3:47])([CH3:46])[C:43]([CH3:49])([CH3:48])[O:42]3)=[CH:18][N:19]=2)[CH2:13][CH2:14]1)([C:4]([CH3:6])([CH3:7])[CH3:5])([CH3:3])[CH3:2], predict the reactants needed to synthesize it. The reactants are: [Si:1]([O:8][CH:9]1[CH2:14][CH2:13][N:12]([C:15]2[N:16]([CH3:20])[CH:17]=[CH:18][N:19]=2)[CH2:11][CH2:10]1)([C:4]([CH3:7])([CH3:6])[CH3:5])([CH3:3])[CH3:2].C(C1C=CN=C(C2C=C(C(C)(C)C)C=CN=2)C=1)(C)(C)C.[B:41]1([B:41]2[O:45][C:44]([CH3:47])([CH3:46])[C:43]([CH3:49])([CH3:48])[O:42]2)[O:45][C:44]([CH3:47])([CH3:46])[C:43]([CH3:49])([CH3:48])[O:42]1.CCCCCCC. (2) Given the product [C:41]1([CH2:39][C:40]([N:2]2[CH2:6][CH2:5][CH2:4][C@H:3]2[C:7]2[NH:8][C:9]([C:12]3[CH:17]=[CH:16][C:15]([O:18][C:19]4[CH:24]=[CH:23][CH:22]=[C:21]([C:25]5[N:26]=[C:27]([C@@H:30]6[CH2:34][CH2:33][CH2:32][N:31]6[C:75](=[O:77])[CH2:74][C:68]6[CH:69]=[CH:70][CH:71]=[CH:72][CH:73]=6)[NH:28][CH:29]=5)[CH:20]=4)=[CH:14][CH:13]=3)=[CH:10][N:11]=2)=[O:82])[CH:57]=[CH:56][CH:55]=[CH:54][CH:53]=1, predict the reactants needed to synthesize it. The reactants are: Cl.[NH:2]1[CH2:6][CH2:5][CH2:4][C@H:3]1[C:7]1[NH:8][C:9]([C:12]2[CH:17]=[CH:16][C:15]([O:18][C:19]3[CH:24]=[CH:23][CH:22]=[C:21]([C:25]4[N:26]=[C:27]([C@@H:30]5[CH2:34][CH2:33][CH2:32][NH:31]5)[NH:28][CH:29]=4)[CH:20]=3)=[CH:14][CH:13]=2)=[CH:10][N:11]=1.C(N(CC)[CH:39]([CH3:41])[CH3:40])(C)C.CN(C(ON1N=N[C:54]2[CH:55]=[CH:56][CH:57]=N[C:53]1=2)=[N+](C)C)C.F[P-](F)(F)(F)(F)F.[C:68]1([CH2:74][C:75]([OH:77])=O)[CH:73]=[CH:72][CH:71]=[CH:70][CH:69]=1.CN(C=[O:82])C. (3) Given the product [C:1]([N:8]1[CH2:13][CH2:12][CH:11]([CH2:14][NH:15][C:19]2[C:18]([Cl:26])=[C:17]([Cl:16])[N:22]=[C:21]([Cl:23])[C:20]=2[Cl:24])[CH2:10][CH2:9]1)([O:3][C:4]([CH3:7])([CH3:6])[CH3:5])=[O:2], predict the reactants needed to synthesize it. The reactants are: [C:1]([N:8]1[CH2:13][CH2:12][CH:11]([CH2:14][NH2:15])[CH2:10][CH2:9]1)([O:3][C:4]([CH3:7])([CH3:6])[CH3:5])=[O:2].[Cl:16][C:17]1[N:22]=[C:21]([Cl:23])[C:20]([Cl:24])=[C:19](Cl)[C:18]=1[Cl:26].C(=O)([O-])[O-].[K+].[K+]. (4) Given the product [NH:19]1[C:18]2[CH:20]=[CH:21][CH:22]=[CH:23][C:17]=2[N:16]=[C:15]1[CH:14]([CH:11]1[CH2:10][CH2:9][CH:8]([CH2:1][C:2]2[CH:3]=[CH:4][CH:5]=[CH:6][CH:7]=2)[CH2:13][CH2:12]1)[OH:28], predict the reactants needed to synthesize it. The reactants are: [CH2:1]([CH:8]1[CH2:13][CH2:12][C:11](=[CH:14][C:15]2[NH:19][C:18]3[CH:20]=[CH:21][CH:22]=[CH:23][C:17]=3[N:16]=2)[CH2:10][CH2:9]1)[C:2]1[CH:7]=[CH:6][CH:5]=[CH:4][CH:3]=1.B.C1C[O:28]CC1.[OH-].[Na+].OO. (5) Given the product [Br:30][C:31]1[CH:32]=[CH:33][C:34]([O:50][CH2:51][O:52][CH3:53])=[C:35]([C@@:37]([C:18]2[CH:19]=[C:20]([N:24]3[CH2:25][CH2:26][O:27][CH2:28][CH2:29]3)[N:21]=[C:22]([F:23])[C:17]=2[Cl:16])([NH:43][S@:44]([C:46]([CH3:49])([CH3:47])[CH3:48])=[O:45])[C:38]([O:40][CH2:41][CH3:42])=[O:39])[CH:36]=1, predict the reactants needed to synthesize it. The reactants are: CC1(C)CCCC(C)(C)N1.[Li]CCCC.[Cl:16][C:17]1[CH:18]=[CH:19][C:20]([N:24]2[CH2:29][CH2:28][O:27][CH2:26][CH2:25]2)=[N:21][C:22]=1[F:23].[Br:30][C:31]1[CH:32]=[CH:33][C:34]([O:50][CH2:51][O:52][CH3:53])=[C:35]([C:37](=[N:43][S@:44]([C:46]([CH3:49])([CH3:48])[CH3:47])=[O:45])[C:38]([O:40][CH2:41][CH3:42])=[O:39])[CH:36]=1.C(O)(=O)C. (6) Given the product [C:2]([C:3]1[N:10]=[C:9]([Cl:8])[C:14]([C:15]#[N:16])=[CH:13][CH:12]=1)([CH3:7])([CH3:6])[CH3:1], predict the reactants needed to synthesize it. The reactants are: [CH3:1][C:2]([CH3:7])([CH3:6])[C:3](O)=O.[Cl:8][C:9]1[C:14]([C:15]#[N:16])=[CH:13][CH:12]=C[N:10]=1.S(OOS([O-])(=O)=O)([O-])(=O)=O.[NH4+].[NH4+].[NH4+].[OH-].